This data is from CYP3A4 inhibition data for predicting drug metabolism from PubChem BioAssay. The task is: Regression/Classification. Given a drug SMILES string, predict its absorption, distribution, metabolism, or excretion properties. Task type varies by dataset: regression for continuous measurements (e.g., permeability, clearance, half-life) or binary classification for categorical outcomes (e.g., BBB penetration, CYP inhibition). Dataset: cyp3a4_veith. (1) The molecule is Cc1ccc(C)c(N/C(N)=N/c2nc(C)cc(C)n2)c1. The result is 0 (non-inhibitor). (2) The drug is O=C1NCCN1Cc1ccccc1F. The result is 1 (inhibitor). (3) The drug is COc1ccc2nc(SCC(=O)NN)cc(C)c2c1. The result is 1 (inhibitor). (4) The result is 1 (inhibitor). The compound is Cc1ccc2c(C)nc(Nc3nc(CSc4nc5ccccc5[nH]4)cc(=O)[nH]3)nc2c1.